This data is from Full USPTO retrosynthesis dataset with 1.9M reactions from patents (1976-2016). The task is: Predict the reactants needed to synthesize the given product. (1) The reactants are: Br[C:2]1[CH:3]=[N:4][CH:5]=[N:6][CH:7]=1.[CH3:8][O:9][C:10]([C:12]1[CH:17]=[CH:16][C:15](B(O)O)=[CH:14][CH:13]=1)=[O:11].C([O-])([O-])=O.[Na+].[Na+]. Given the product [N:4]1[CH:3]=[C:2]([C:15]2[CH:16]=[CH:17][C:12]([C:10]([O:9][CH3:8])=[O:11])=[CH:13][CH:14]=2)[CH:7]=[N:6][CH:5]=1, predict the reactants needed to synthesize it. (2) Given the product [CH3:1][C:2]1[C:19]([CH2:20][C:21]2[CH:26]=[CH:25][CH:24]=[C:23]([C:27]([F:30])([F:28])[F:29])[C:22]=2[CH3:31])=[C:5]2[N:6]=[C:7]([N:13]3[CH2:18][CH2:17][O:16][CH2:15][CH2:14]3)[CH:8]=[C:9]([C:10]#[N:12])[N:4]2[N:3]=1, predict the reactants needed to synthesize it. The reactants are: [CH3:1][C:2]1[C:19]([CH2:20][C:21]2[CH:26]=[CH:25][CH:24]=[C:23]([C:27]([F:30])([F:29])[F:28])[C:22]=2[CH3:31])=[C:5]2[N:6]=[C:7]([N:13]3[CH2:18][CH2:17][O:16][CH2:15][CH2:14]3)[CH:8]=[C:9]([C:10]([NH2:12])=O)[N:4]2[N:3]=1.S(Cl)(Cl)=O.O. (3) Given the product [CH:1]1([N:6]2[CH2:7][CH2:8][CH:9]([O:12][S:20]([CH3:23])(=[O:22])=[O:21])[CH2:10][CH2:11]2)[CH2:5][CH2:4][CH2:3][CH2:2]1, predict the reactants needed to synthesize it. The reactants are: [CH:1]1([N:6]2[CH2:11][CH2:10][CH:9]([OH:12])[CH2:8][CH2:7]2)[CH2:5][CH2:4][CH2:3][CH2:2]1.C(N(CC)CC)C.[S:20](Cl)([CH3:23])(=[O:22])=[O:21].